This data is from Full USPTO retrosynthesis dataset with 1.9M reactions from patents (1976-2016). The task is: Predict the reactants needed to synthesize the given product. The reactants are: Br[C:2]1[CH:3]=[N:4][C:5]2[N:6]([CH:8]=[C:9]([CH2:11][O:12][C:13]3[CH:18]=[CH:17][C:16]([F:19])=[CH:15][CH:14]=3)[N:10]=2)[CH:7]=1.[NH2:20][C:21]1[CH:22]=[C:23](B(O)O)[CH:24]=[CH:25][C:26]=1[O:27][CH3:28]. Given the product [F:19][C:16]1[CH:17]=[CH:18][C:13]([O:12][CH2:11][C:9]2[N:10]=[C:5]3[N:4]=[CH:3][C:2]([C:23]4[CH:24]=[CH:25][C:26]([O:27][CH3:28])=[C:21]([CH:22]=4)[NH2:20])=[CH:7][N:6]3[CH:8]=2)=[CH:14][CH:15]=1, predict the reactants needed to synthesize it.